This data is from Full USPTO retrosynthesis dataset with 1.9M reactions from patents (1976-2016). The task is: Predict the reactants needed to synthesize the given product. (1) Given the product [CH3:19][O:18][C:11]1[CH:12]=[CH:13][CH:14]=[C:15]([O:16][CH3:17])[C:10]=1[CH:2]1[N:1]([CH2:29][C:28]2[CH:31]=[CH:32][CH:33]=[C:26]([C:21]3[N:20]=[CH:25][CH:24]=[CH:23][N:22]=3)[CH:27]=2)[C:6](=[O:8])[CH2:5][CH2:4][CH2:3]1, predict the reactants needed to synthesize it. The reactants are: [NH2:1][CH:2]([C:10]1[C:15]([O:16][CH3:17])=[CH:14][CH:13]=[CH:12][C:11]=1[O:18][CH3:19])[CH2:3][CH2:4][CH2:5][C:6]([O:8]C)=O.[N:20]1[CH:25]=[CH:24][CH:23]=[N:22][C:21]=1[C:26]1[CH:27]=[C:28]([CH:31]=[CH:32][CH:33]=1)[CH:29]=O. (2) Given the product [CH3:18][O:17][C@@H:5]([CH2:6][C:7]1[CH:8]=[CH:9][C:10]([O:13][CH2:14][CH2:15][O:32][C:27]2[CH:28]=[CH:29][CH:30]=[CH:31][C:26]=2[N:20]2[CH2:25][CH2:24][O:23][CH2:22][CH2:21]2)=[CH:11][CH:12]=1)[C:4]([OH:3])=[O:19], predict the reactants needed to synthesize it. The reactants are: C([O:3][C:4](=[O:19])[C@@H:5]([O:17][CH3:18])[CH2:6][C:7]1[CH:12]=[CH:11][C:10]([O:13][CH2:14][CH2:15]Br)=[CH:9][CH:8]=1)C.[N:20]1([C:26]2[CH:31]=[CH:30][CH:29]=[CH:28][C:27]=2[OH:32])[CH2:25][CH2:24][O:23][CH2:22][CH2:21]1.CO[C@@H](CC1C=CC(OCCCOC2C=CC=CC=2)=CC=1)C(O)=O. (3) Given the product [Br:9][C:7]1[C:2]([Cl:1])=[CH:3][C:4]([NH2:8])=[N:5][CH:6]=1, predict the reactants needed to synthesize it. The reactants are: [Cl:1][C:2]1[CH:7]=[CH:6][N:5]=[C:4]([NH2:8])[CH:3]=1.[Br:9]N1C(=O)CCC1=O.C(Cl)Cl.[OH-].[Na+]. (4) Given the product [F:1][C:2]1[CH:3]=[C:4]2[C:8](=[CH:9][CH:10]=1)[N:7]([NH:11][C:12]([C:14]1[C:15]([CH3:27])=[N:16][C:17]([C:20]3[CH:25]=[CH:24][CH:23]=[C:22]([F:26])[CH:21]=3)=[N:18][CH:19]=1)=[O:13])[CH:6]=[C:5]2[S:28]([Cl:35])(=[O:31])=[O:29], predict the reactants needed to synthesize it. The reactants are: [F:1][C:2]1[CH:3]=[C:4]2[C:8](=[CH:9][CH:10]=1)[N:7]([NH:11][C:12]([C:14]1[C:15]([CH3:27])=[N:16][C:17]([C:20]3[CH:25]=[CH:24][CH:23]=[C:22]([F:26])[CH:21]=3)=[N:18][CH:19]=1)=[O:13])[CH:6]=[C:5]2[S:28]([OH:31])(=O)=[O:29].C(Cl)(=O)C([Cl:35])=O. (5) Given the product [C:1]12([C:11]3[CH:12]=[C:13]([CH:17]=[CH:18][C:19]=3[O:20][CH3:21])[C:14]([NH:26][CH2:25][C:24]3[CH:27]=[CH:28][C:29]([OH:31])=[CH:30][C:23]=3[OH:22])=[O:15])[CH2:10][CH:5]3[CH2:6][CH:7]([CH2:9][CH:3]([CH2:4]3)[CH2:2]1)[CH2:8]2, predict the reactants needed to synthesize it. The reactants are: [C:1]12([C:11]3[CH:12]=[C:13]([CH:17]=[CH:18][C:19]=3[O:20][CH3:21])[C:14](O)=[O:15])[CH2:10][CH:5]3[CH2:6][CH:7]([CH2:9][CH:3]([CH2:4]3)[CH2:2]1)[CH2:8]2.[OH:22][C:23]1[CH:30]=[C:29]([OH:31])[CH:28]=[CH:27][C:24]=1[CH2:25][NH2:26].